Dataset: Forward reaction prediction with 1.9M reactions from USPTO patents (1976-2016). Task: Predict the product of the given reaction. (1) Given the reactants [NH2:1][C@H:2]1[CH2:7][C:6]2[C:8]([N:12]3[CH2:17][CH2:16][N:15]([CH3:18])[CH2:14][CH2:13]3)=[CH:9][CH:10]=[CH:11][C:5]=2[O:4][CH2:3]1.C(N(CC)CC)C.[O:26]1[CH:30]=[CH:29][CH:28]=[C:27]1[C:31](Cl)=[O:32], predict the reaction product. The product is: [CH3:18][N:15]1[CH2:14][CH2:13][N:12]([C:8]2[C:6]3[CH2:7][C@H:2]([NH:1][C:31]([C:27]4[O:26][CH:30]=[CH:29][CH:28]=4)=[O:32])[CH2:3][O:4][C:5]=3[CH:11]=[CH:10][CH:9]=2)[CH2:17][CH2:16]1. (2) Given the reactants Br[C:2]1[CH:7]=[CH:6][C:5]([O:8][CH:9]2[CH2:11][CH2:10]2)=[CH:4][CH:3]=1.C([Li])CCC.CCCCCC.CN(C)[CH:25]=[O:26].[Cl-].[NH4+], predict the reaction product. The product is: [CH:9]1([O:8][C:5]2[CH:6]=[CH:7][C:2]([CH:25]=[O:26])=[CH:3][CH:4]=2)[CH2:11][CH2:10]1. (3) Given the reactants C(NC(C)C)(C)C.C([Li])CCC.[CH3:13][O:14][C:15](=[O:24])[CH2:16][C:17]1[CH:22]=[CH:21][C:20]([I:23])=[CH:19][CH:18]=1.[CH:25]1([C:31](Cl)=[O:32])[CH2:30][CH2:29][CH2:28][CH2:27][CH2:26]1, predict the reaction product. The product is: [CH3:13][O:14][C:15](=[O:24])[CH:16]([C:17]1[CH:22]=[CH:21][C:20]([I:23])=[CH:19][CH:18]=1)[C:31]([CH:25]1[CH2:30][CH2:29][CH2:28][CH2:27][CH2:26]1)=[O:32]. (4) The product is: [NH2:7][C:8]([CH2:16][N:17]1[C:25]2[C:20](=[C:21]([C:26]3[N:30]=[C:29]([C:31]4[CH:36]=[CH:35][C:34]([O:37][CH2:38][CH3:39])=[C:33]([O:40][CH3:41])[CH:32]=4)[O:28][N:27]=3)[CH:22]=[CH:23][CH:24]=2)[CH2:19][CH2:18]1)([CH2:9][OH:10])[CH2:13][OH:12]. Given the reactants C(OC(=O)[NH:7][C:8]1([CH2:16][N:17]2[C:25]3[C:20](=[C:21]([C:26]4[N:30]=[C:29]([C:31]5[CH:36]=[CH:35][C:34]([O:37][CH2:38][CH3:39])=[C:33]([O:40][CH3:41])[CH:32]=5)[O:28][N:27]=4)[CH:22]=[CH:23][CH:24]=3)[CH:19]=[CH:18]2)[CH2:13][O:12]C(C)(C)[O:10][CH2:9]1)(C)(C)C.C(OC1C=C(C2ON=C(C3C=CC=C4C=3CCN4CC3(NC(=O)OC(C)(C)C)COC(C)(C)OC3)N=2)C=CC=1OCC)C, predict the reaction product.